Dataset: Full USPTO retrosynthesis dataset with 1.9M reactions from patents (1976-2016). Task: Predict the reactants needed to synthesize the given product. (1) Given the product [O:10]=[C:9]1[O:11][CH2:12][C@@H:7]([NH:6][C:3](=[O:5])[CH3:4])[CH2:8]1, predict the reactants needed to synthesize it. The reactants are: [BH4-].[Na+].[C:3]([NH:6][C@@H:7]1[C:12](=O)[O:11][C:9](=[O:10])[CH2:8]1)(=[O:5])[CH3:4].O. (2) The reactants are: CON(C)[C:4]([C:6]1[N:7]=[N:8][CH:9]=[CH:10][CH:11]=1)=[O:5].[CH3:13]OC1C=CC(P2(SP(C3C=CC(OC)=CC=3)(=S)S2)=S)=CC=1. Given the product [N:8]1[CH:9]=[CH:10][CH:11]=[C:6]([CH:4]([OH:5])[CH3:13])[N:7]=1, predict the reactants needed to synthesize it.